From a dataset of hERG Central: cardiac toxicity at 1µM, 10µM, and general inhibition. Predict hERG channel inhibition at various concentrations. (1) The molecule is COc1ccc(C(=O)N2CCC(N3CCN(c4ccccc4)CC3)CC2)cc1.O=C(O)C(=O)O. Results: hERG_inhib (hERG inhibition (general)): blocker. (2) The molecule is CN(C)CCN(Cc1ccco1)C(=O)c1cc2c(Cl)nc3ccccc3c2s1. Results: hERG_inhib (hERG inhibition (general)): blocker. (3) The molecule is CSc1ccc(CN(C)C(=O)c2cc(=O)c3ccccc3o2)cc1. Results: hERG_inhib (hERG inhibition (general)): blocker.